From a dataset of Catalyst prediction with 721,799 reactions and 888 catalyst types from USPTO. Predict which catalyst facilitates the given reaction. (1) Reactant: [C:1]1([O:7][C:8]([N:10]2[CH2:15][CH2:14][N:13](C(OC(C)(C)C)=O)[CH2:12][CH2:11]2)=[O:9])[CH:6]=[CH:5][CH:4]=[CH:3][CH:2]=1.C(O)(C(F)(F)F)=O. Product: [C:1]1([O:7][C:8]([N:10]2[CH2:15][CH2:14][NH:13][CH2:12][CH2:11]2)=[O:9])[CH:6]=[CH:5][CH:4]=[CH:3][CH:2]=1. The catalyst class is: 4. (2) Reactant: [F:1][C:2]1[CH:10]=[CH:9][C:8]([N+:11]([O-:13])=[O:12])=[CH:7][C:3]=1[C:4]([OH:6])=[O:5].C(=O)([O-])[O-].[Cs+].[Cs+].CN(C)C=O.[CH2:25](I)[CH3:26]. Product: [F:1][C:2]1[CH:10]=[CH:9][C:8]([N+:11]([O-:13])=[O:12])=[CH:7][C:3]=1[C:4]([O:6][CH2:25][CH3:26])=[O:5]. The catalyst class is: 6. (3) Reactant: Br[C:2]1[S:3][CH:4]=[CH:5][CH:6]=1.[Mg].II.[CH3:10][N:11]1[CH2:16][CH2:15][CH:14]([CH2:17][O:18][C:19](=[O:27])[C:20](=[O:26])[C:21]2[S:22][CH:23]=[CH:24][CH:25]=2)[CH2:13][CH2:12]1.[Cl-].[NH4+]. Product: [CH3:10][N:11]1[CH2:16][CH2:15][CH:14]([CH2:17][O:18][C:19](=[O:27])[C:20]([OH:26])([C:21]2[S:22][CH:23]=[CH:24][CH:25]=2)[C:2]2[S:3][CH:4]=[CH:5][CH:6]=2)[CH2:13][CH2:12]1. The catalyst class is: 165. (4) Reactant: [CH2:1]([O:4][C:5]1[CH:10]=[C:9]([CH3:11])[C:8]([N+:12]([O-])=O)=[C:7]([CH3:15])[CH:6]=1)[C:2]#[CH:3].[H][H]. Product: [CH3:11][C:9]1[CH:10]=[C:5]([O:4][CH2:1][CH2:2][CH3:3])[CH:6]=[C:7]([CH3:15])[C:8]=1[NH2:12]. The catalyst class is: 29.